From a dataset of Forward reaction prediction with 1.9M reactions from USPTO patents (1976-2016). Predict the product of the given reaction. (1) Given the reactants [CH2:1]([O:8][C:9]1[CH:10]=[C:11]2[C:15](=[CH:16][CH:17]=1)[NH:14][CH:13]=[C:12]2[CH:18]=[C:19]1[S:23][C:22](=[O:24])[NH:21][C:20]1=[O:25])[C:2]1[CH:7]=[CH:6][CH:5]=[CH:4][CH:3]=1.[Cl:26][C:27]1[CH:28]=[C:29]([CH:33]=[CH:34][C:35]=1[Cl:36])[C:30](Cl)=[O:31].CN(C1C=CC=CN=1)C, predict the reaction product. The product is: [CH2:1]([O:8][C:9]1[CH:10]=[C:11]2[C:15](=[CH:16][CH:17]=1)[N:14]([C:30](=[O:31])[C:29]1[CH:33]=[CH:34][C:35]([Cl:36])=[C:27]([Cl:26])[CH:28]=1)[CH:13]=[C:12]2[CH:18]=[C:19]1[S:23][C:22](=[O:24])[NH:21][C:20]1=[O:25])[C:2]1[CH:3]=[CH:4][CH:5]=[CH:6][CH:7]=1. (2) Given the reactants [Br:1][C:2]1[CH:7]=[C:6]([N+:8]([O-])=O)[C:5]([CH3:11])=[CH:4][N+:3]=1[O-].[OH-].[Na+], predict the reaction product. The product is: [Br:1][C:2]1[CH:7]=[C:6]([NH2:8])[C:5]([CH3:11])=[CH:4][N:3]=1. (3) Given the reactants [CH3:1][C:2]1[C:10]2[O:9][CH2:8][C:7](=[O:11])[C:6]=2[CH:5]=[CH:4][CH:3]=1.[Br:12]N1C(=O)CCC1=O.C(OOC(=O)C1C=CC=CC=1)(=O)C1C=CC=CC=1, predict the reaction product. The product is: [Br:12][CH2:1][C:2]1[C:10]2[O:9][CH2:8][C:7](=[O:11])[C:6]=2[CH:5]=[CH:4][CH:3]=1. (4) Given the reactants [C:1]([NH:5][S:6]([C:9]1[S:10][C:11]([Cl:14])=[CH:12][CH:13]=1)(=[O:8])=[O:7])([CH3:4])([CH3:3])[CH3:2].CC1C=CC(S([N:25]=[N+]=[N-])(=O)=O)=CC=1.[BH4-].[Na+].O, predict the reaction product. The product is: [C:1]([NH:5][S:6]([C:9]1[S:10][C:11]([Cl:14])=[CH:12][C:13]=1[NH2:25])(=[O:7])=[O:8])([CH3:4])([CH3:2])[CH3:3].